From a dataset of NCI-60 drug combinations with 297,098 pairs across 59 cell lines. Regression. Given two drug SMILES strings and cell line genomic features, predict the synergy score measuring deviation from expected non-interaction effect. (1) Drug 1: C1C(C(OC1N2C=NC3=C(N=C(N=C32)Cl)N)CO)O. Synergy scores: CSS=35.2, Synergy_ZIP=-10.2, Synergy_Bliss=-7.16, Synergy_Loewe=-15.2, Synergy_HSA=-5.03. Cell line: SNB-19. Drug 2: CCC1=C2CN3C(=CC4=C(C3=O)COC(=O)C4(CC)O)C2=NC5=C1C=C(C=C5)O. (2) Drug 1: CCC1=CC2CC(C3=C(CN(C2)C1)C4=CC=CC=C4N3)(C5=C(C=C6C(=C5)C78CCN9C7C(C=CC9)(C(C(C8N6C)(C(=O)OC)O)OC(=O)C)CC)OC)C(=O)OC.C(C(C(=O)O)O)(C(=O)O)O. Drug 2: CC1=C2C(C(=O)C3(C(CC4C(C3C(C(C2(C)C)(CC1OC(=O)C(C(C5=CC=CC=C5)NC(=O)OC(C)(C)C)O)O)OC(=O)C6=CC=CC=C6)(CO4)OC(=O)C)O)C)O. Cell line: MCF7. Synergy scores: CSS=44.1, Synergy_ZIP=1.87, Synergy_Bliss=1.63, Synergy_Loewe=1.66, Synergy_HSA=6.10. (3) Drug 1: CCC(=C(C1=CC=CC=C1)C2=CC=C(C=C2)OCCN(C)C)C3=CC=CC=C3.C(C(=O)O)C(CC(=O)O)(C(=O)O)O. Drug 2: CCN(CC)CCCC(C)NC1=C2C=C(C=CC2=NC3=C1C=CC(=C3)Cl)OC. Cell line: MDA-MB-435. Synergy scores: CSS=8.75, Synergy_ZIP=-4.27, Synergy_Bliss=-0.219, Synergy_Loewe=-8.51, Synergy_HSA=-0.410. (4) Drug 2: C(CCl)NC(=O)N(CCCl)N=O. Cell line: ACHN. Synergy scores: CSS=37.8, Synergy_ZIP=-7.74, Synergy_Bliss=-1.35, Synergy_Loewe=-7.52, Synergy_HSA=-0.337. Drug 1: C1=NC(=NC(=O)N1C2C(C(C(O2)CO)O)O)N. (5) Drug 1: C1=CC(=CC=C1CCC2=CNC3=C2C(=O)NC(=N3)N)C(=O)NC(CCC(=O)O)C(=O)O. Drug 2: CC(CN1CC(=O)NC(=O)C1)N2CC(=O)NC(=O)C2. Cell line: MOLT-4. Synergy scores: CSS=90.4, Synergy_ZIP=2.82, Synergy_Bliss=3.16, Synergy_Loewe=3.14, Synergy_HSA=4.96.